Dataset: Full USPTO retrosynthesis dataset with 1.9M reactions from patents (1976-2016). Task: Predict the reactants needed to synthesize the given product. (1) Given the product [C:32]([C:27]1[CH:28]=[CH:29][C:24]([NH:23][C:3]2[C:2]([F:1])=[C:14]([F:15])[C:13]([CH2:16][N:17]3[C:21](=[O:22])[CH2:20][CH2:19][O:18]3)=[CH:12][C:4]=2[C:5]([NH:7][O:8][CH2:9][CH2:10][OH:11])=[O:6])=[C:25]([F:31])[CH:26]=1)#[CH:33], predict the reactants needed to synthesize it. The reactants are: [F:1][C:2]1[C:3]([NH:23][C:24]2[CH:29]=[CH:28][C:27](I)=[CH:26][C:25]=2[F:31])=[C:4]([CH:12]=[C:13]([CH2:16][N:17]2[C:21](=[O:22])[CH2:20][CH2:19][O:18]2)[C:14]=1[F:15])[C:5]([NH:7][O:8][CH2:9][CH2:10][OH:11])=[O:6].[CH:32](N(CC)C(C)C)(C)[CH3:33].C[Si](C#C)(C)C.[F-].C([N+](CCCC)(CCCC)CCCC)CCC. (2) Given the product [Cl:29][C:26]1[CH:25]=[CH:24][C:23]([N:19]([C@H:12]2[C:13]3[C:18](=[CH:17][CH:16]=[CH:15][CH:14]=3)[N:9]([C:7](=[O:8])[C:6]3[CH:5]=[CH:4][C:3]([C:2]#[N:1])=[CH:32][CH:31]=3)[C@@H:10]([CH3:30])[CH2:11]2)[C:20](=[O:22])[CH3:21])=[CH:28][CH:27]=1, predict the reactants needed to synthesize it. The reactants are: [NH2:1][CH2:2][C:3]1[CH:32]=[CH:31][C:6]([C:7]([N:9]2[C:18]3[C:13](=[CH:14][CH:15]=[CH:16][CH:17]=3)[C@H:12]([N:19]([C:23]3[CH:28]=[CH:27][C:26]([Cl:29])=[CH:25][CH:24]=3)[C:20](=[O:22])[CH3:21])[CH2:11][C@@H:10]2[CH3:30])=[O:8])=[CH:5][CH:4]=1.FC(F)(F)C1C=CC(CCl)=CN=1. (3) Given the product [CH2:18]([O:17][C:15]([C:14](=[CH:1][C:8]1[CH:7]=[CH:6][O:5][CH:9]=1)[CH2:13][C:12]([OH:21])=[O:20])=[O:16])[CH3:19], predict the reactants needed to synthesize it. The reactants are: [CH3:1]C[O-].[Na+].[O:5]1[CH:9]=[CH:8][CH:7]=[C:6]1C=O.[C:12]([O:21]CC)(=[O:20])[CH2:13][CH2:14][C:15]([O:17][CH2:18][CH3:19])=[O:16]. (4) Given the product [CH2:1]([N:3]([C:4]1[CH:5]=[CH:6][CH:7]=[C:8]2[C:12]=1[NH:11][C:10]([C:13]1[S:15][C:25]([CH2:26][OH:27])=[CH:28][N:14]=1)=[CH:9]2)[S:16]([C:19]1[S:20][CH:21]=[CH:22][CH:23]=1)(=[O:17])=[O:18])[CH3:2], predict the reactants needed to synthesize it. The reactants are: [CH2:1]([N:3]([S:16]([C:19]1[S:20][CH:21]=[CH:22][CH:23]=1)(=[O:18])=[O:17])[C:4]1[CH:5]=[CH:6][CH:7]=[C:8]2[C:12]=1[NH:11][C:10]([C:13](=[S:15])[NH2:14])=[CH:9]2)[CH3:2].Br[CH:25]([CH:28]=O)[CH:26]=[O:27].CN(C)C(=O)C. (5) Given the product [CH:21]1([NH:24][C:25](=[O:43])[C:26]2[CH:27]=[C:28]([F:42])[C:29]([CH3:41])=[C:30]([C:2]3[C:7](=[O:8])[N:6]([CH3:9])[C:5]4[N:10]([C:13]5[C:18]([F:19])=[CH:17][CH:16]=[CH:15][C:14]=5[F:20])[N:11]=[CH:12][C:4]=4[CH:3]=3)[CH:31]=2)[CH2:22][CH2:23]1, predict the reactants needed to synthesize it. The reactants are: Br[C:2]1[C:7](=[O:8])[N:6]([CH3:9])[C:5]2[N:10]([C:13]3[C:18]([F:19])=[CH:17][CH:16]=[CH:15][C:14]=3[F:20])[N:11]=[CH:12][C:4]=2[CH:3]=1.[CH:21]1([NH:24][C:25](=[O:43])[C:26]2[CH:31]=[C:30](B3OC(C)(C)C(C)(C)O3)[C:29]([CH3:41])=[C:28]([F:42])[CH:27]=2)[CH2:23][CH2:22]1.